Dataset: Acute oral toxicity (LD50) regression data from Zhu et al.. Task: Regression/Classification. Given a drug SMILES string, predict its toxicity properties. Task type varies by dataset: regression for continuous values (e.g., LD50, hERG inhibition percentage) or binary classification for toxic/non-toxic outcomes (e.g., AMES mutagenicity, cardiotoxicity, hepatotoxicity). Dataset: ld50_zhu. (1) The drug is CCOP(=S)(OCC)SC1CCSc2ccc(Cl)cc21. The rat oral LD50 is 3.77, given as -log10 of the dose in mol/kg body weight (higher means more acutely toxic). (2) The drug is CCNC1=Nc2ccc(Cl)cc2C(C)(c2ccccc2)O1. The rat oral LD50 is 2.30, given as -log10 of the dose in mol/kg body weight (higher means more acutely toxic).